This data is from Forward reaction prediction with 1.9M reactions from USPTO patents (1976-2016). The task is: Predict the product of the given reaction. Given the reactants Cl[C:2]1[N:22]=[C:5]2[C:6]([NH:10][C:11]3[CH:16]=[CH:15][CH:14]=[CH:13][C:12]=3[CH2:17][S:18]([CH3:21])(=[O:20])=[O:19])=[CH:7][CH:8]=[CH:9][N:4]2[N:3]=1.[CH3:23][N:24]1[CH2:29][CH2:28][N:27]([C:30]2[CH:35]=[CH:34][C:33]([NH2:36])=[CH:32][CH:31]=2)[CH2:26][CH2:25]1.C1(P(C2CCCCC2)C2C=CC=CC=2C2C=CC=CC=2P(C2CCCCC2)C2CCCCC2)CCCCC1, predict the reaction product. The product is: [CH3:21][S:18]([CH2:17][C:12]1[CH:13]=[CH:14][CH:15]=[CH:16][C:11]=1[NH:10][C:6]1[C:5]2[N:4]([N:3]=[C:2]([NH:36][C:33]3[CH:32]=[CH:31][C:30]([N:27]4[CH2:26][CH2:25][N:24]([CH3:23])[CH2:29][CH2:28]4)=[CH:35][CH:34]=3)[N:22]=2)[CH:9]=[CH:8][CH:7]=1)(=[O:20])=[O:19].